From a dataset of NCI-60 drug combinations with 297,098 pairs across 59 cell lines. Regression. Given two drug SMILES strings and cell line genomic features, predict the synergy score measuring deviation from expected non-interaction effect. (1) Drug 1: CC1=CC=C(C=C1)C2=CC(=NN2C3=CC=C(C=C3)S(=O)(=O)N)C(F)(F)F. Drug 2: C1=CC=C(C=C1)NC(=O)CCCCCCC(=O)NO. Cell line: HCT116. Synergy scores: CSS=18.3, Synergy_ZIP=0.526, Synergy_Bliss=1.18, Synergy_Loewe=-21.9, Synergy_HSA=-2.08. (2) Drug 1: CC1CCC2CC(C(=CC=CC=CC(CC(C(=O)C(C(C(=CC(C(=O)CC(OC(=O)C3CCCCN3C(=O)C(=O)C1(O2)O)C(C)CC4CCC(C(C4)OC)OCCO)C)C)O)OC)C)C)C)OC. Drug 2: CN1C2=C(C=C(C=C2)N(CCCl)CCCl)N=C1CCCC(=O)O.Cl. Cell line: NCI-H460. Synergy scores: CSS=18.0, Synergy_ZIP=-4.74, Synergy_Bliss=0.0150, Synergy_Loewe=-1.41, Synergy_HSA=-1.38. (3) Drug 1: CC1C(C(CC(O1)OC2CC(CC3=C2C(=C4C(=C3O)C(=O)C5=C(C4=O)C(=CC=C5)OC)O)(C(=O)C)O)N)O.Cl. Drug 2: CC1=C(C=C(C=C1)C(=O)NC2=CC(=CC(=C2)C(F)(F)F)N3C=C(N=C3)C)NC4=NC=CC(=N4)C5=CN=CC=C5. Cell line: HCT-15. Synergy scores: CSS=17.5, Synergy_ZIP=5.55, Synergy_Bliss=11.2, Synergy_Loewe=-1.87, Synergy_HSA=7.77. (4) Drug 1: CC1=C(C(=CC=C1)Cl)NC(=O)C2=CN=C(S2)NC3=CC(=NC(=N3)C)N4CCN(CC4)CCO. Drug 2: CC1=C(N=C(N=C1N)C(CC(=O)N)NCC(C(=O)N)N)C(=O)NC(C(C2=CN=CN2)OC3C(C(C(C(O3)CO)O)O)OC4C(C(C(C(O4)CO)O)OC(=O)N)O)C(=O)NC(C)C(C(C)C(=O)NC(C(C)O)C(=O)NCCC5=NC(=CS5)C6=NC(=CS6)C(=O)NCCC[S+](C)C)O. Cell line: HS 578T. Synergy scores: CSS=43.5, Synergy_ZIP=-3.21, Synergy_Bliss=-0.347, Synergy_Loewe=-1.04, Synergy_HSA=6.00. (5) Drug 1: C1C(C(OC1N2C=C(C(=O)NC2=O)F)CO)O. Drug 2: CNC(=O)C1=NC=CC(=C1)OC2=CC=C(C=C2)NC(=O)NC3=CC(=C(C=C3)Cl)C(F)(F)F. Cell line: LOX IMVI. Synergy scores: CSS=17.8, Synergy_ZIP=-7.84, Synergy_Bliss=-1.26, Synergy_Loewe=-34.2, Synergy_HSA=-3.13. (6) Drug 1: C(=O)(N)NO. Drug 2: B(C(CC(C)C)NC(=O)C(CC1=CC=CC=C1)NC(=O)C2=NC=CN=C2)(O)O. Cell line: NCI-H522. Synergy scores: CSS=49.7, Synergy_ZIP=-0.491, Synergy_Bliss=-3.59, Synergy_Loewe=-41.7, Synergy_HSA=-2.98. (7) Drug 1: CC1C(C(=O)NC(C(=O)N2CCCC2C(=O)N(CC(=O)N(C(C(=O)O1)C(C)C)C)C)C(C)C)NC(=O)C3=C4C(=C(C=C3)C)OC5=C(C(=O)C(=C(C5=N4)C(=O)NC6C(OC(=O)C(N(C(=O)CN(C(=O)C7CCCN7C(=O)C(NC6=O)C(C)C)C)C)C(C)C)C)N)C. Drug 2: CN(CCCl)CCCl.Cl. Cell line: RPMI-8226. Synergy scores: CSS=48.1, Synergy_ZIP=-6.17, Synergy_Bliss=-11.5, Synergy_Loewe=-16.4, Synergy_HSA=-9.70. (8) Drug 1: CC12CCC3C(C1CCC2=O)CC(=C)C4=CC(=O)C=CC34C. Drug 2: CC(CN1CC(=O)NC(=O)C1)N2CC(=O)NC(=O)C2. Cell line: SNB-19. Synergy scores: CSS=35.9, Synergy_ZIP=-1.30, Synergy_Bliss=3.41, Synergy_Loewe=3.11, Synergy_HSA=5.04. (9) Drug 1: C1=NC2=C(N1)C(=S)N=C(N2)N. Drug 2: CC(C)CN1C=NC2=C1C3=CC=CC=C3N=C2N. Cell line: M14. Synergy scores: CSS=42.1, Synergy_ZIP=5.75, Synergy_Bliss=6.32, Synergy_Loewe=3.47, Synergy_HSA=5.41.